This data is from Forward reaction prediction with 1.9M reactions from USPTO patents (1976-2016). The task is: Predict the product of the given reaction. (1) Given the reactants [CH3:1][C:2]1[O:3][C:4]2[C:9]([C:10](=[O:12])[CH:11]=1)=[CH:8][CH:7]=[CH:6][C:5]=2[CH:13]=[C:14]([C:23](=O)[CH3:24])[C:15]([C:17]1[CH:22]=[CH:21][CH:20]=[CH:19][CH:18]=1)=[O:16].[NH2:26]/[C:27](/[CH3:33])=[CH:28]\[C:29]([O:31][CH3:32])=[O:30], predict the reaction product. The product is: [C:15]([C:14]1[CH:13]([C:5]2[CH:6]=[CH:7][CH:8]=[C:9]3[C:4]=2[O:3][C:2]([CH3:1])=[CH:11][C:10]3=[O:12])[C:28]([C:29]([O:31][CH3:32])=[O:30])=[C:27]([CH3:33])[NH:26][C:23]=1[CH3:24])(=[O:16])[C:17]1[CH:18]=[CH:19][CH:20]=[CH:21][CH:22]=1. (2) Given the reactants [OH:1][C:2]1[C:7]2[CH2:8][O:9][C@@H:10]3[C@@H:14]([C:6]=2[CH:5]=[CH:4][CH:3]=1)[CH2:13][N:12]([C:15]([O:17][C:18]([CH3:21])([CH3:20])[CH3:19])=[O:16])[CH2:11]3.[H-].[Na+].C1C=CC(N([S:31]([C:34]([F:37])([F:36])[F:35])(=[O:33])=[O:32])[S:31]([C:34]([F:37])([F:36])[F:35])(=[O:33])=[O:32])=CC=1, predict the reaction product. The product is: [F:35][C:34]([F:37])([F:36])[S:31]([O:1][C:2]1[C:7]2[CH2:8][O:9][C@@H:10]3[C@@H:14]([C:6]=2[CH:5]=[CH:4][CH:3]=1)[CH2:13][N:12]([C:15]([O:17][C:18]([CH3:21])([CH3:20])[CH3:19])=[O:16])[CH2:11]3)(=[O:33])=[O:32]. (3) Given the reactants [C:1](=[O:20])([O:12][CH2:13][C:14]1[CH:19]=[CH:18][N:17]=[CH:16][CH:15]=1)OC1C=CC([N+]([O-])=O)=CC=1.C[CH2:22][N:23](C(C)C)[CH:24](C)C.CNC.[ClH:33].CCOCC, predict the reaction product. The product is: [ClH:33].[CH3:22][N:23]([CH3:24])[C:1](=[O:20])[O:12][CH2:13][C:14]1[CH:15]=[CH:16][N:17]=[CH:18][CH:19]=1. (4) Given the reactants [Si]([O:8][C:9]1[CH:22]=[CH:21][C:12]([CH2:13][N:14]2[CH2:18][C@@H:17]([CH3:19])[O:16][C:15]2=[O:20])=[CH:11][CH:10]=1)(C(C)(C)C)(C)C.[F-].[K+].O.Cl, predict the reaction product. The product is: [OH:8][C:9]1[CH:22]=[CH:21][C:12]([CH2:13][N:14]2[CH2:18][C@@H:17]([CH3:19])[O:16][C:15]2=[O:20])=[CH:11][CH:10]=1. (5) Given the reactants [NH2:1][C:2]1[S:3][C:4]2[CH2:10][CH2:9][CH2:8][CH2:7][C:5]=2[N:6]=1.[Br:11][CH2:12][C:13]([O:15][CH2:16][CH3:17])=[O:14], predict the reaction product. The product is: [BrH:11].[CH2:16]([O:15][C:13](=[O:14])[CH2:12][N:6]1[C:5]2[CH2:7][CH2:8][CH2:9][CH2:10][C:4]=2[S:3][C:2]1=[NH:1])[CH3:17]. (6) The product is: [C:1]([O:5][C:6]([NH:8][C@@H:9]([CH2:14][C:15]1[CH:20]=[CH:19][CH:18]=[CH:17][CH:16]=1)[C@@H:10]([OH:13])[C:11]([OH:40])=[O:25])=[O:7])([CH3:4])([CH3:3])[CH3:2]. Given the reactants [C:1]([O:5][C:6]([NH:8][C@@H:9]([CH2:14][C:15]1[CH:20]=[CH:19][CH:18]=[CH:17][CH:16]=1)[C@H:10]([OH:13])[CH2:11]Cl)=[O:7])([CH3:4])([CH3:3])[CH3:2].CC(O)C.[OH-:25].[Na+].C(O)(=O)CC(CC(O)=O)(C(O)=O)O.[OH2:40], predict the reaction product. (7) Given the reactants [N:1]1([C:5]([C:7]2[CH:27]=[CH:26][C:10]([O:11][C:12]3[C:17]4[CH2:18][C:19]([CH3:22])([CH3:21])[O:20][C:16]=4[CH:15]=[C:14]([C:23](O)=[O:24])[CH:13]=3)=[CH:9][CH:8]=2)=[O:6])[CH2:4][CH2:3][CH2:2]1.[CH3:28][N:29]1[CH:33]=[CH:32][C:31]([NH2:34])=[N:30]1, predict the reaction product. The product is: [CH3:28][N:29]1[CH:33]=[CH:32][C:31]([NH:34][C:23]([C:14]2[CH:13]=[C:12]([O:11][C:10]3[CH:9]=[CH:8][C:7]([C:5]([N:1]4[CH2:2][CH2:3][CH2:4]4)=[O:6])=[CH:27][CH:26]=3)[C:17]3[CH2:18][C:19]([CH3:21])([CH3:22])[O:20][C:16]=3[CH:15]=2)=[O:24])=[N:30]1. (8) Given the reactants [H-].[Al+3].[Li+].[H-].[H-].[H-].[CH3:7][C:8]([N:15]1[CH2:20][CH2:19][CH:18]([CH3:21])[CH2:17][CH2:16]1)([CH3:14])[C:9](OCC)=[O:10], predict the reaction product. The product is: [CH3:14][C:8]([N:15]1[CH2:20][CH2:19][CH:18]([CH3:21])[CH2:17][CH2:16]1)([CH3:7])[CH2:9][OH:10]. (9) Given the reactants [CH3:1][O:2][C:3]1[CH:8]=[CH:7][C:6]([CH2:9][C:10]([OH:12])=O)=[CH:5][C:4]=1[CH3:13].C(N(CC)CC)C.CC(C)(C)C(Cl)=O.[CH2:28]([C@@H:35]1[CH2:39][O:38][C:37](=[O:40])[NH:36]1)[C:29]1[CH:34]=[CH:33][CH:32]=[CH:31][CH:30]=1.C([Li])CCC, predict the reaction product. The product is: [CH2:28]([C@@H:35]1[CH2:39][O:38][C:37](=[O:40])[N:36]1[C:10](=[O:12])[CH2:9][C:6]1[CH:7]=[CH:8][C:3]([O:2][CH3:1])=[C:4]([CH3:13])[CH:5]=1)[C:29]1[CH:30]=[CH:31][CH:32]=[CH:33][CH:34]=1.